This data is from Catalyst prediction with 721,799 reactions and 888 catalyst types from USPTO. The task is: Predict which catalyst facilitates the given reaction. (1) Reactant: [C:1]([O:5][C:6]([NH:8][CH:9]([C:22]1[CH:27]=[CH:26][CH:25]=[CH:24][CH:23]=1)[C:10]([O:12][CH:13]1[CH2:19][CH:18]2[N:20]([CH3:21])[CH:15]([CH2:16][CH2:17]2)[CH2:14]1)=[O:11])=[O:7])([CH3:4])([CH3:3])[CH3:2].[I:28][CH3:29]. Product: [I-:28].[C:1]([O:5][C:6]([NH:8][CH:9]([C:22]1[CH:23]=[CH:24][CH:25]=[CH:26][CH:27]=1)[C:10]([O:12][CH:13]1[CH2:14][CH:15]2[N+:20]([CH3:29])([CH3:21])[CH:18]([CH2:17][CH2:16]2)[CH2:19]1)=[O:11])=[O:7])([CH3:4])([CH3:2])[CH3:3]. The catalyst class is: 3. (2) Reactant: [H-].[Na+].[NH:3]1[CH2:8][CH2:7][CH2:6][CH2:5][CH2:4]1.C([O:11][C:12](=O)[CH2:13][C:14]([CH3:31])([C:16]1[N:17]=[C:18]([C:21]2[CH:26]=[CH:25][C:24]([C:27]([F:30])([F:29])[F:28])=[CH:23][CH:22]=2)[S:19][CH:20]=1)[CH3:15])C. Product: [CH3:31][C:14]([C:16]1[N:17]=[C:18]([C:21]2[CH:22]=[CH:23][C:24]([C:27]([F:29])([F:30])[F:28])=[CH:25][CH:26]=2)[S:19][CH:20]=1)([CH3:15])[CH2:13][C:12]([N:3]1[CH2:8][CH2:7][CH2:6][CH2:5][CH2:4]1)=[O:11]. The catalyst class is: 3. (3) Reactant: [CH3:1][N:2]1[CH:6]=[C:5]([C:7]2[N:12]=[C:11]([C:13]3[C:14]([CH3:18])=[N:15][NH:16][CH:17]=3)[N:10]3[CH:19]=[CH:20][N:21]=[C:9]3[CH:8]=2)[CH:4]=[N:3]1.[C:22](#[N:25])[CH:23]=[CH2:24].C(#N)C.C1CCN2C(=NCCC2)CC1. Product: [CH3:18][C:14]1[C:13]([C:11]2[N:10]3[CH:19]=[CH:20][N:21]=[C:9]3[CH:8]=[C:7]([C:5]3[CH:4]=[N:3][N:2]([CH3:1])[CH:6]=3)[N:12]=2)=[CH:17][N:16]([CH2:24][CH2:23][C:22]#[N:25])[N:15]=1. The catalyst class is: 2.